The task is: Predict the reactants needed to synthesize the given product.. This data is from Full USPTO retrosynthesis dataset with 1.9M reactions from patents (1976-2016). (1) Given the product [F:16][C:13]([F:14])([F:15])[C:8]1([C:9]([F:10])([F:11])[F:12])[C:3]2[CH:4]=[CH:5][CH:6]=[CH:7][C:2]=2[NH:1][C:19](=[O:21])[O:17]1, predict the reactants needed to synthesize it. The reactants are: [NH2:1][C:2]1[CH:7]=[CH:6][CH:5]=[CH:4][C:3]=1[C:8]([OH:17])([C:13]([F:16])([F:15])[F:14])[C:9]([F:12])([F:11])[F:10].Cl[C:19](Cl)([O:21]C(=O)OC(Cl)(Cl)Cl)Cl. (2) Given the product [F:22][C:23]([F:28])([F:27])[C:24]1[N:26]=[CH:4][C:5]2[CH2:6][NH:7][CH2:8][C:9]=2[N:25]=1, predict the reactants needed to synthesize it. The reactants are: CN([CH:4]=[C:5]1[C:9](=O)[CH2:8][N:7](C(OC(C)(C)C)=O)[CH2:6]1)C.[O-]CC.[Na+].[F:22][C:23]([F:28])([F:27])[C:24]([NH2:26])=[NH:25]. (3) Given the product [CH2:33]([C:35]1[C:36]([NH:45][C@H:46]2[CH2:50][CH2:49][CH2:48][C@@H:47]2[NH:51][C:19]([C:21]2[C:26]([N:27]3[N:31]=[CH:30][CH:29]=[N:28]3)=[CH:25][CH:24]=[CH:23][N:22]=2)=[O:20])=[N:37][CH:38]=[C:39]([C:41]([F:44])([F:42])[F:43])[N:40]=1)[CH3:34], predict the reactants needed to synthesize it. The reactants are: ClC1C(N[C@H]2CCC[C@@H]2N[C:19]([C:21]2[C:26]([N:27]3[N:31]=[CH:30][CH:29]=[N:28]3)=[CH:25][CH:24]=[CH:23][N:22]=2)=[O:20])=NC=C(C(F)(F)F)C=1.Cl.[CH2:33]([C:35]1[C:36]([NH:45][C@H:46]2[CH2:50][CH2:49][CH2:48][C@@H:47]2[NH2:51])=[N:37][CH:38]=[C:39]([C:41]([F:44])([F:43])[F:42])[N:40]=1)[CH3:34].N1N(C2C(C(O)=O)=NC=CC=2)N=CC=1. (4) Given the product [CH2:1]([C:8]1[C:9]2[CH2:30][S:29](=[O:39])[CH2:28][CH2:27][C:10]=2[N:11]=[C:12]([NH:14][C:15]2[CH:16]=[CH:17][C:18]([N:21]3[CH:25]=[CH:24][N:23]=[C:22]3[CH3:26])=[CH:19][CH:20]=2)[N:13]=1)[C:2]1[CH:3]=[CH:4][CH:5]=[CH:6][CH:7]=1, predict the reactants needed to synthesize it. The reactants are: [CH2:1]([C:8]1[C:9]2[CH2:30][S:29][CH2:28][CH2:27][C:10]=2[N:11]=[C:12]([NH:14][C:15]2[CH:20]=[CH:19][C:18]([N:21]3[CH:25]=[CH:24][N:23]=[C:22]3[CH3:26])=[CH:17][CH:16]=2)[N:13]=1)[C:2]1[CH:7]=[CH:6][CH:5]=[CH:4][CH:3]=1.C1C=C(Cl)C=C(C(OO)=[O:39])C=1.